This data is from Full USPTO retrosynthesis dataset with 1.9M reactions from patents (1976-2016). The task is: Predict the reactants needed to synthesize the given product. (1) Given the product [C:1]1([CH3:11])[CH:2]=[CH:3][C:4]([S:7]([OH:10])(=[O:8])=[O:9])=[CH:5][CH:6]=1.[CH:12]1([NH:15][C:16](=[O:44])[C:17]2[CH:22]=[CH:21][C:20]([CH3:23])=[C:19]([N:24]3[C:33](=[O:34])[C:32]4[C:27](=[CH:28][CH:29]=[C:30]([O:35][C@H:36]5[CH2:40][CH2:39][N:38]([CH:41]([CH3:42])[CH3:43])[CH2:37]5)[CH:31]=4)[N:26]=[CH:25]3)[CH:18]=2)[CH2:13][CH2:14]1, predict the reactants needed to synthesize it. The reactants are: [C:1]1([CH3:11])[CH:6]=[CH:5][C:4]([S:7]([OH:10])(=[O:9])=[O:8])=[CH:3][CH:2]=1.[CH:12]1([NH:15][C:16](=[O:44])[C:17]2[CH:22]=[CH:21][C:20]([CH3:23])=[C:19]([N:24]3[C:33](=[O:34])[C:32]4[C:27](=[CH:28][CH:29]=[C:30]([O:35][C@H:36]5[CH2:40][CH2:39][N:38]([CH:41]([CH3:43])[CH3:42])[CH2:37]5)[CH:31]=4)[N:26]=[CH:25]3)[CH:18]=2)[CH2:14][CH2:13]1. (2) Given the product [CH2:17]([O:10][C:9]1[CH:8]=[CH:7][C:4]([CH:5]=[O:6])=[CH:3][C:2]=1[OH:1])[C:18]1[CH:23]=[CH:22][CH:21]=[CH:20][CH:19]=1, predict the reactants needed to synthesize it. The reactants are: [OH:1][C:2]1[CH:3]=[C:4]([CH:7]=[CH:8][C:9]=1[OH:10])[CH:5]=[O:6].C(=O)([O-])[O-].[K+].[K+].[CH2:17](Br)[C:18]1[CH:23]=[CH:22][CH:21]=[CH:20][CH:19]=1. (3) Given the product [OH:74][CH:75]1[CH2:80][CH2:79][CH2:78][CH2:77][CH:76]1[C:81]([O:83][CH2:84][CH3:85])=[O:82], predict the reactants needed to synthesize it. The reactants are: P([O-])(O)(O)=O.[K+].P([O-])([O-])(O)=O.[K+].[K+].C1C=[N+]([C@@H]2O[C@H](COP(OP(OC[C@H]3O[C@@H](N4C5N=CN=C(N)C=5N=C4)[C@H](OP(O)(O)=O)[C@@H]3O)(O)=O)(O)=O)[C@@H](O)[C@H]2O)C=C(C(N)=O)C=1.O=C[C@@H]([C@H]([C@@H]([C@@H](CO)O)O)O)O.[O:74]=[C:75]1[CH2:80][CH2:79][CH2:78][CH2:77][CH:76]1[C:81]([O:83][CH2:84][CH3:85])=[O:82].C(=O)([O-])[O-].[Na+].[Na+]. (4) Given the product [CH3:23][O:22][C:17]1[CH:16]=[C:15]2[C:20](=[CH:19][CH:18]=1)[CH:21]=[C:12]([CH:11]([CH3:10])[C:24]([O:9][CH2:8][CH2:7][C:2]1[CH:3]=[CH:4][CH:5]=[CH:6][N:1]=1)=[O:25])[CH:13]=[CH:14]2, predict the reactants needed to synthesize it. The reactants are: [N:1]1[CH:6]=[CH:5][CH:4]=[CH:3][C:2]=1[CH2:7][CH2:8][OH:9].[CH3:10][C@H:11]([C:24](O)=[O:25])[C:12]1[CH:13]=[CH:14][C:15]2[CH:16]=[C:17]([O:22][CH3:23])[CH:18]=[CH:19][C:20]=2[CH:21]=1.CN(C1C=CC=CN=1)C.Cl.C(N=C=NCCCN(C)C)C.Cl. (5) Given the product [Cl:9][C:10]1[CH:20]=[CH:19][C:13]([CH2:14][NH:15][C:16](=[O:18])[CH3:17])=[CH:12][C:11]=1[CH:21]=[O:22], predict the reactants needed to synthesize it. The reactants are: C[N+]1([O-])CCOCC1.[Cl:9][C:10]1[CH:20]=[CH:19][C:13]([CH2:14][NH:15][C:16](=[O:18])[CH3:17])=[CH:12][C:11]=1[CH2:21][OH:22]. (6) Given the product [CH:29]1([NH:35][C:13]2[CH:14]=[C:15]3[C:10]([C:9](=[O:18])[N:8]([O:19][CH2:20][C:21]([O:23][C:24]([CH3:25])([CH3:26])[CH3:27])=[O:22])[C:7](=[O:28])[N:6]3[CH:1]3[CH2:5][CH2:4][CH2:3][CH2:2]3)=[CH:11][C:12]=2[F:17])[CH2:34][CH2:33][CH2:32][CH2:31][CH2:30]1, predict the reactants needed to synthesize it. The reactants are: [CH:1]1([N:6]2[C:15]3[C:10](=[CH:11][C:12]([F:17])=[C:13](F)[CH:14]=3)[C:9](=[O:18])[N:8]([O:19][CH2:20][C:21]([O:23][C:24]([CH3:27])([CH3:26])[CH3:25])=[O:22])[C:7]2=[O:28])[CH2:5][CH2:4][CH2:3][CH2:2]1.[CH:29]1([NH2:35])[CH2:34][CH2:33][CH2:32][CH2:31][CH2:30]1.C([O-])(=O)CC(CC([O-])=O)(C([O-])=O)O. (7) Given the product [F:10][B-:11]([F:14])([F:13])[F:12].[CH2:2]([P+:4]([CH2:8][CH3:9])([CH2:6][CH3:7])[CH3:5])[CH3:3], predict the reactants needed to synthesize it. The reactants are: [OH-].[CH2:2]([P+:4]([CH2:8][CH3:9])([CH2:6][CH3:7])[CH3:5])[CH3:3].[F:10][B-:11]([F:14])([F:13])[F:12].[H+].